Dataset: Full USPTO retrosynthesis dataset with 1.9M reactions from patents (1976-2016). Task: Predict the reactants needed to synthesize the given product. (1) Given the product [CH:1]1([C:4]2[CH:8]=[C:7]([CH2:9][NH:10][C:12]3[CH:17]=[C:16]([C:18]4[CH:23]=[CH:22][CH:21]=[C:20]([CH3:24])[C:19]=4[CH3:25])[N:15]=[C:14]([NH2:26])[N:13]=3)[NH:6][N:5]=2)[CH2:3][CH2:2]1, predict the reactants needed to synthesize it. The reactants are: [CH:1]1([C:4]2[CH:8]=[C:7]([CH2:9][NH2:10])[NH:6][N:5]=2)[CH2:3][CH2:2]1.Cl[C:12]1[CH:17]=[C:16]([C:18]2[CH:23]=[CH:22][CH:21]=[C:20]([CH3:24])[C:19]=2[CH3:25])[N:15]=[C:14]([NH2:26])[N:13]=1. (2) Given the product [CH2:22]([C@H:10]1[CH2:9][NH:8][CH2:12][C@@H:11]1[CH2:13][N:14]([C:15]1[CH:16]=[CH:17][C:18]([Cl:21])=[CH:19][CH:20]=1)[CH2:30][C:31]1[C:40]2[C:35](=[CH:36][CH:37]=[CH:38][CH:39]=2)[CH:34]=[CH:33][CH:32]=1)[C:23]1[CH:28]=[CH:27][CH:26]=[CH:25][CH:24]=1, predict the reactants needed to synthesize it. The reactants are: C(OC([N:8]1[CH2:12][C@H:11]([CH2:13][NH:14][C:15]2[CH:20]=[CH:19][C:18]([Cl:21])=[CH:17][CH:16]=2)[C@@H:10]([CH2:22][C:23]2[CH:28]=[CH:27][CH:26]=[CH:25][CH:24]=2)[CH2:9]1)=O)(C)(C)C.Cl[CH2:30][C:31]1[C:40]2[C:35](=[CH:36][CH:37]=[CH:38][CH:39]=2)[CH:34]=[CH:33][CH:32]=1.CC#N.O.CC#N. (3) Given the product [OH:9][C:4]1[C:5]([CH3:8])=[N:6][CH:7]=[C:2]([CH:3]=1)[C:18]#[N:19], predict the reactants needed to synthesize it. The reactants are: Br[C:2]1[CH:3]=[C:4]([OH:9])[C:5]([CH3:8])=[N:6][CH:7]=1.N([O-])=O.[Na+].C(OC(=O)[C@H:18](C)[NH2:19])C.C(OCC)=O.C(OC1OC=NC=1C)C.O=P12OP3(OP(OP(O3)(O1)=O)(=O)O2)=O.C(#N)C=C. (4) Given the product [Br:1][C:2]1[C:10]2[C:5](=[N:6][CH:7]=[N:8][C:9]=2[Cl:24])[NH:4][N:3]=1, predict the reactants needed to synthesize it. The reactants are: [Br:1][C:2]1[C:10]2[C:5](=[N:6][CH:7]=[N:8][C:9]=2O)[NH:4][N:3]=1.CCN(C1C=CC=CC=1)CC.O(Cl)[Cl:24].